Task: Predict the reaction yield, written as a fraction of the theoretical maximum amount of product (1.0 means a 100% yield; for example, 0.34 means a 34% yield).. Dataset: Reaction yield outcomes from USPTO patents with 853,638 reactions (1) The reactants are [CH3:1][O:2][C:3]1[CH:8]=[CH:7][C:6]([C:9]2[N:10]=[C:11]([C:17]3[CH:22]=[CH:21][N:20]=[CH:19][CH:18]=3)[NH:12][C:13]=2[C:14](O)=[O:15])=[CH:5][CH:4]=1.O.OC1C2N=N[NH:30]C=2C=CC=1.N.O1CCOCC1.CN(C)CCCN=C=NCC. The product is [CH3:1][O:2][C:3]1[CH:8]=[CH:7][C:6]([C:9]2[N:10]=[C:11]([C:17]3[CH:22]=[CH:21][N:20]=[CH:19][CH:18]=3)[NH:12][C:13]=2[C:14]([NH2:30])=[O:15])=[CH:5][CH:4]=1. The catalyst is CN(C=O)C. The yield is 0.670. (2) The reactants are [CH3:1][O:2][C:3]1[CH:4]=[C:5]2[C:10](=[CH:11][C:12]=1[O:13][CH3:14])[N:9]=[CH:8][N:7]=[C:6]2[O:15][C:16]1[CH:22]=[CH:21][C:19]([NH2:20])=[CH:18][CH:17]=1.C(N(CC)CC)C.ClC(Cl)(O[C:34](=[O:40])OC(Cl)(Cl)Cl)Cl.[NH2:42][C:43]1[S:44][CH:45]=[CH:46][N:47]=1. The catalyst is C(Cl)(Cl)Cl.O. The product is [CH3:1][O:2][C:3]1[CH:4]=[C:5]2[C:10](=[CH:11][C:12]=1[O:13][CH3:14])[N:9]=[CH:8][N:7]=[C:6]2[O:15][C:16]1[CH:22]=[CH:21][C:19]([NH:20][C:34]([NH:42][C:43]2[S:44][CH:45]=[CH:46][N:47]=2)=[O:40])=[CH:18][CH:17]=1. The yield is 0.334. (3) The reactants are [CH3:1][O:2][C:3](=[O:10])[C:4]([CH3:9])([CH3:8])[CH:5]([OH:7])[CH3:6].[C:11]1([CH3:21])[CH:16]=[CH:15][C:14]([S:17](Cl)(=[O:19])=[O:18])=[CH:13][CH:12]=1.Cl. The catalyst is N1C=CC=CC=1.C(OCC)(=O)C. The product is [CH3:1][O:2][C:3](=[O:10])[C:4]([CH3:9])([CH3:8])[CH:5]([O:7][S:17]([C:14]1[CH:15]=[CH:16][C:11]([CH3:21])=[CH:12][CH:13]=1)(=[O:19])=[O:18])[CH3:6]. The yield is 0.760. (4) The reactants are [CH3:1][O:2][C:3]1[CH:8]=[CH:7][C:6]([C:9]2[N:14]=[C:13]([C:15]#[N:16])[CH:12]=[CH:11][CH:10]=2)=[CH:5][CH:4]=1.[C:17](OC)(=[O:25])[C:18]1[C:19](=[CH:21][CH:22]=[CH:23][CH:24]=1)[SH:20].C(N(CC)CC)C. The catalyst is C1(C)C=CC=CC=1. The product is [CH3:1][O:2][C:3]1[CH:8]=[CH:7][C:6]([C:9]2[N:14]=[C:13]([C:15]3[S:20][C:19]4[CH:21]=[CH:22][CH:23]=[CH:24][C:18]=4[C:17](=[O:25])[N:16]=3)[CH:12]=[CH:11][CH:10]=2)=[CH:5][CH:4]=1. The yield is 0.650. (5) The reactants are [H-].[Na+].[Br:3][C:4]1[NH:8][CH:7]=[C:6]([CH2:9][N:10]([CH3:18])[C:11](=[O:17])[O:12][C:13]([CH3:16])([CH3:15])[CH3:14])[CH:5]=1.C1OCCOCCOCCOCCOC1.Cl.[N:35]1[CH:40]=[CH:39][CH:38]=[C:37]([S:41](Cl)(=[O:43])=[O:42])[CH:36]=1. The catalyst is O1CCCC1.CN(C)C=O.O. The product is [C:13]([O:12][C:11](=[O:17])[N:10]([CH2:9][C:6]1[CH:5]=[C:4]([Br:3])[N:8]([S:41]([C:37]2[CH:36]=[N:35][CH:40]=[CH:39][CH:38]=2)(=[O:43])=[O:42])[CH:7]=1)[CH3:18])([CH3:14])([CH3:15])[CH3:16]. The yield is 0.850. (6) The product is [NH2:1][C:2]1[CH:7]=[CH:6][C:5]([O:8][C:23]2[CH:28]=[CH:27][N:26]=[C:25]([C:29]([NH:31][CH3:32])=[O:30])[CH:24]=2)=[CH:4][C:3]=1[N+:9]([O-:11])=[O:10]. The catalyst is CN(C=O)C. The yield is 0.720. The reactants are [NH2:1][C:2]1[CH:7]=[CH:6][C:5]([OH:8])=[CH:4][C:3]=1[N+:9]([O-:11])=[O:10].C[Si]([N-][Si](C)(C)C)(C)C.[K+].Cl[C:23]1[CH:28]=[CH:27][N:26]=[C:25]([C:29]([NH:31][CH3:32])=[O:30])[CH:24]=1.C(=O)([O-])[O-].[K+].[K+].